From a dataset of Forward reaction prediction with 1.9M reactions from USPTO patents (1976-2016). Predict the product of the given reaction. Given the reactants [N:1]1[CH:6]=[CH:5][C:4]([C:7](=O)[CH2:8][C:9]([O:11]CC)=O)=[CH:3][CH:2]=1.Cl.[NH:16]=[C:17]1[CH:23]([N:24]2[C:32](=[O:33])[C:31]3[C:26](=[CH:27][CH:28]=[CH:29][CH:30]=3)[C:25]2=[O:34])[CH2:22][CH2:21][CH2:20][CH2:19][NH:18]1, predict the reaction product. The product is: [O:11]=[C:9]1[N:18]2[CH2:19][CH2:20][CH2:21][CH2:22][CH:23]([N:24]3[C:32](=[O:33])[C:31]4[C:26](=[CH:27][CH:28]=[CH:29][CH:30]=4)[C:25]3=[O:34])[C:17]2=[N:16][C:7]([C:4]2[CH:3]=[CH:2][N:1]=[CH:6][CH:5]=2)=[CH:8]1.